The task is: Predict which catalyst facilitates the given reaction.. This data is from Catalyst prediction with 721,799 reactions and 888 catalyst types from USPTO. (1) Reactant: [Si]([O:18][CH2:19][C@H:20]1[C@@H:24]([F:25])[CH2:23][C@H:22]([O:26][CH:27]2[CH2:32][CH2:31][CH2:30][CH2:29][O:28]2)[C@@H:21]1[CH2:33]/[CH:34]=[CH:35]\[CH2:36][CH2:37][CH2:38][C:39]([O:41][CH:42]([CH3:44])[CH3:43])=[O:40])(C(C)(C)C)(C1C=CC=CC=1)C1C=CC=CC=1.CCCC[N+](CCCC)(CCCC)CCCC.[F-].OS([O-])(=O)=O.[K+]. Product: [F:25][C@H:24]1[CH2:23][C@H:22]([O:26][CH:27]2[CH2:32][CH2:31][CH2:30][CH2:29][O:28]2)[C@H:21]([CH2:33]/[CH:34]=[CH:35]\[CH2:36][CH2:37][CH2:38][C:39]([O:41][CH:42]([CH3:44])[CH3:43])=[O:40])[C@H:20]1[CH2:19][OH:18]. The catalyst class is: 1. (2) Reactant: [C:1]([O:5][C:6](=[O:34])[NH:7][CH2:8][CH2:9][CH2:10][NH:11][CH:12]([C:16]1[N:17]([CH2:27][C:28]2[CH:33]=[CH:32][CH:31]=[CH:30][CH:29]=2)[C:18](=[O:26])[C:19]2[C:24]([CH3:25])=[N:23][S:22][C:20]=2[N:21]=1)[CH:13]([CH3:15])[CH3:14])([CH3:4])([CH3:3])[CH3:2].[C:35]1([CH3:44])[CH:40]=[CH:39][C:38]([C:41](Cl)=[O:42])=[CH:37][CH:36]=1. Product: [C:1]([O:5][C:6](=[O:34])[NH:7][CH2:8][CH2:9][CH2:10][N:11]([CH:12]([C:16]1[N:17]([CH2:27][C:28]2[CH:29]=[CH:30][CH:31]=[CH:32][CH:33]=2)[C:18](=[O:26])[C:19]2[C:24]([CH3:25])=[N:23][S:22][C:20]=2[N:21]=1)[CH:13]([CH3:15])[CH3:14])[C:41](=[O:42])[C:38]1[CH:39]=[CH:40][C:35]([CH3:44])=[CH:36][CH:37]=1)([CH3:3])([CH3:4])[CH3:2]. The catalyst class is: 298. (3) Reactant: [C:1]([O:5][C:6]([N:8]1[CH2:13][CH:12]=[C:11]([C:14]2[CH:19]=[CH:18][C:17](=[O:20])[N:16]([CH3:21])[N:15]=2)[CH2:10][CH2:9]1)=[O:7])([CH3:4])([CH3:3])[CH3:2]. Product: [C:1]([O:5][C:6]([N:8]1[CH2:13][CH2:12][CH:11]([C:14]2[CH:19]=[CH:18][C:17](=[O:20])[N:16]([CH3:21])[N:15]=2)[CH2:10][CH2:9]1)=[O:7])([CH3:4])([CH3:3])[CH3:2]. The catalyst class is: 8. (4) Reactant: [CH3:1][S:2]([C:5]1[CH:10]=[CH:9][C:8]([NH:11][C:12]2[C:17]([N+:18]([O-:20])=[O:19])=[C:16]([O:21][CH:22]3[CH2:27][CH2:26][NH:25][CH2:24][CH2:23]3)[N:15]=[CH:14][N:13]=2)=[CH:7][CH:6]=1)(=[O:4])=[O:3].C(N(CC)CC)C.[S:35]1[CH:39]=[CH:38][CH:37]=[C:36]1[S:40](Cl)(=[O:42])=[O:41]. Product: [CH3:1][S:2]([C:5]1[CH:10]=[CH:9][C:8]([NH:11][C:12]2[C:17]([N+:18]([O-:20])=[O:19])=[C:16]([O:21][CH:22]3[CH2:27][CH2:26][N:25]([S:40]([C:36]4[S:35][CH:39]=[CH:38][CH:37]=4)(=[O:42])=[O:41])[CH2:24][CH2:23]3)[N:15]=[CH:14][N:13]=2)=[CH:7][CH:6]=1)(=[O:4])=[O:3]. The catalyst class is: 3. (5) Reactant: [Cl:1][C:2]1[CH:3]=[C:4]([CH:8]=[CH:9][CH:10]=1)[CH2:5][C:6]#[N:7].[H-].[Na+].[C:13](=O)([O:17]CC)[O:14][CH2:15][CH3:16]. Product: [CH2:15]([O:14][C:13](=[O:17])[CH:5]([C:4]1[CH:8]=[CH:9][CH:10]=[C:2]([Cl:1])[CH:3]=1)[C:6]#[N:7])[CH3:16]. The catalyst class is: 1. (6) Reactant: CC1(C)C(C)(C)OB([C:9]2[CH:17]=[C:16]([C:18]([F:21])([F:20])[F:19])[CH:15]=[C:14]3[C:10]=2[CH:11]=[N:12][NH:13]3)O1.[NH2:23][C:24]1[N:29]=[CH:28][N:27]([CH3:30])[C:26](=[O:31])[C:25]=1Br.[C:33]([O-:36])(O)=[O:34].[Na+]. Product: [C:33]([OH:36])([C:18]([F:21])([F:20])[F:19])=[O:34].[NH2:23][C:24]1[N:29]=[CH:28][N:27]([CH3:30])[C:26](=[O:31])[C:25]=1[C:9]1[CH:17]=[C:16]([C:18]([F:19])([F:20])[F:21])[CH:15]=[C:14]2[C:10]=1[CH:11]=[N:12][NH:13]2. The catalyst class is: 75. (7) Reactant: [OH:1][C:2]1[CH:7]=[CH:6][CH:5]=CN=1.[CH2:8]([O:10][C:11](=[O:14])[CH2:12]Br)C.C([O-])([O-])=O.[K+].[K+].O. Product: [CH3:8][O:10][C:11](=[O:14])[CH2:12][C@@H:2]1[CH2:7][CH2:6][CH2:5][O:1]1. The catalyst class is: 21.